From a dataset of Forward reaction prediction with 1.9M reactions from USPTO patents (1976-2016). Predict the product of the given reaction. (1) Given the reactants S(Cl)(Cl)=O.Cl.[O:6]=[C:7]1[C:12]([C:13]([F:16])([F:15])[F:14])=[N:11][C:10]([C:17]([OH:19])=[O:18])=[CH:9][NH:8]1.[CH3:20]O, predict the reaction product. The product is: [O:6]=[C:7]1[C:12]([C:13]([F:16])([F:14])[F:15])=[N:11][C:10]([C:17]([O:19][CH3:20])=[O:18])=[CH:9][NH:8]1. (2) Given the reactants C[O:2][C:3](=[O:47])[C@@H:4]([NH:16][C:17]([C:19]1[C:20]([CH3:46])=[N:21][C:22]([NH:26][CH2:27][CH2:28][CH2:29][C:30]2[CH:35]=[CH:34][CH:33]=[C:32](C3C=CC=CC=3)[C:31]=2OC(=O)N)=[N:23][C:24]=1[CH3:25])=O)[CH2:5][NH:6][C:7]([NH:9][C:10]1[CH:15]=[CH:14][CH:13]=[CH:12][CH:11]=1)=[O:8].[OH2:48].[OH-:49].[Li+].S([O-])(O)(=O)=O.[K+], predict the reaction product. The product is: [OH:48][C:34]1[CH:35]=[C:30]([CH2:29][CH2:28][CH2:27][NH:26][C:22]2[N:23]=[C:24]([CH3:25])[C:19]([C:17]([NH:16][C@@H:4]([CH2:5][NH:6][C:7]([NH:9][C:10]3[CH:15]=[CH:14][CH:13]=[CH:12][CH:11]=3)=[O:8])[C:3]([OH:47])=[O:2])=[O:49])=[C:20]([CH3:46])[N:21]=2)[CH:31]=[CH:32][CH:33]=1.